From a dataset of Full USPTO retrosynthesis dataset with 1.9M reactions from patents (1976-2016). Predict the reactants needed to synthesize the given product. (1) Given the product [N+:12]([C:15]1[CH:20]=[CH:19][CH:18]=[CH:17][C:16]=1[S:21]([N:24]([CH2:25][CH2:26][C:27]1[CH:28]=[N:29][CH:30]=[CH:31][CH:32]=1)[CH2:54][CH2:53][CH2:52][O:51][C:48]1[CH:49]=[CH:50][C:36]2[N:35]([CH2:33][CH3:34])[C:41](=[O:42])[C:40]([CH3:44])([CH3:43])[C:39](=[O:45])[N:38]([CH3:46])[C:37]=2[CH:47]=1)(=[O:22])=[O:23])([O-:14])=[O:13], predict the reactants needed to synthesize it. The reactants are: C(=O)([O-])[O-].[K+].[K+].CN(C=O)C.[N+:12]([C:15]1[CH:20]=[CH:19][CH:18]=[CH:17][C:16]=1[S:21]([NH:24][CH2:25][CH2:26][C:27]1[CH:28]=[N:29][CH:30]=[CH:31][CH:32]=1)(=[O:23])=[O:22])([O-:14])=[O:13].[CH2:33]([N:35]1[C:41](=[O:42])[C:40]([CH3:44])([CH3:43])[C:39](=[O:45])[N:38]([CH3:46])[C:37]2[CH:47]=[C:48]([O:51][CH2:52][CH2:53][CH2:54]I)[CH:49]=[CH:50][C:36]1=2)[CH3:34]. (2) Given the product [CH3:5][CH:4]([CH3:6])[C:3](=[O:7])[CH2:2][O:19][C:17](=[O:18])[CH2:16][O:15][CH2:8][C:9]1[CH:14]=[CH:13][CH:12]=[CH:11][CH:10]=1, predict the reactants needed to synthesize it. The reactants are: Br[CH2:2][C:3](=[O:7])[CH:4]([CH3:6])[CH3:5].[CH2:8]([O:15][CH2:16][C:17]([OH:19])=[O:18])[C:9]1[CH:14]=[CH:13][CH:12]=[CH:11][CH:10]=1.C(=O)([O-])[O-].[K+].[K+]. (3) Given the product [CH:38]1([CH2:37][N:34]2[CH:35]=[C:31]([C:9]3[C:8]4[C:3]([O:2][CH3:1])=[N:4][CH:5]=[CH:6][C:7]=4[NH:11][N:10]=3)[CH:32]=[N:33]2)[CH2:41][CH2:40][CH2:39]1, predict the reactants needed to synthesize it. The reactants are: [CH3:1][O:2][C:3]1[C:8]2[C:9]([C:31]3[CH:32]=[N:33][NH:34][CH:35]=3)=[N:10][N:11](C(C3C=CC=CC=3)(C3C=CC=CC=3)C3C=CC=CC=3)[C:7]=2[CH:6]=[CH:5][N:4]=1.Br[CH2:37][CH:38]1[CH2:41][CH2:40][CH2:39]1. (4) Given the product [C:30]1([C:33]2[CH:34]=[CH:35][CH:36]=[CH:37][CH:38]=2)[CH:29]=[CH:28][C:27]([CH2:26][O:17][CH2:16][C:15]2[N:11]([CH2:10][C:7]3[CH:8]=[CH:9][C:4]([C:3]([OH:2])=[O:18])=[CH:5][CH:6]=3)[CH:12]=[N:13][CH:14]=2)=[CH:32][CH:31]=1, predict the reactants needed to synthesize it. The reactants are: C[O:2][C:3](=[O:18])[C:4]1[CH:9]=[CH:8][C:7]([CH2:10][N:11]2[C:15]([CH2:16][OH:17])=[CH:14][N:13]=[CH:12]2)=[CH:6][CH:5]=1.C(O[K])(C)(C)C.Cl[CH2:26][C:27]1[CH:32]=[CH:31][C:30]([C:33]2[CH:38]=[CH:37][CH:36]=[CH:35][CH:34]=2)=[CH:29][CH:28]=1. (5) Given the product [CH2:1]([O:8][CH2:9][C:10](=[O:13])[CH2:11][Cl:12])[C:2]1[CH:7]=[CH:6][CH:5]=[CH:4][CH:3]=1, predict the reactants needed to synthesize it. The reactants are: [CH2:1]([O:8][CH2:9][CH:10]([OH:13])[CH2:11][Cl:12])[C:2]1[CH:7]=[CH:6][CH:5]=[CH:4][CH:3]=1.C([O-])(O)=O.[Na+].[Na+].[Br-].[O-]Cl.[Na+].[O-]S([O-])=O.[Na+].[Na+]. (6) Given the product [NH2:32][C:28]1[N:27]=[C:26]([NH:25][C:23]([N:19]2[CH2:20][C@H:21]([CH3:22])[N:16]([C:13]3[CH:14]=[CH:15][C:10]([C:8]#[N:9])=[C:11]([C:41]([F:44])([F:43])[F:42])[CH:12]=3)[CH2:17][C@H:18]2[CH3:40])=[O:24])[CH:31]=[CH:30][N:29]=1, predict the reactants needed to synthesize it. The reactants are: FC(F)(F)C(O)=O.[C:8]([C:10]1[CH:15]=[CH:14][C:13]([N:16]2[C@@H:21]([CH3:22])[CH2:20][N:19]([C:23]([NH:25][C:26]3[CH:31]=[CH:30][N:29]=[C:28]([NH:32]C(OC(C)(C)C)=O)[N:27]=3)=[O:24])[C@H:18]([CH3:40])[CH2:17]2)=[CH:12][C:11]=1[C:41]([F:44])([F:43])[F:42])#[N:9]. (7) Given the product [Si:21]([C@@:3]1([OH:4])[C@@H:5]([CH2:6][O:7][Si:21]([C:18]([CH3:20])([CH3:19])[CH3:17])([CH3:23])[CH3:22])[O:8][C@@H:1]([N:9]2[CH:16]=[CH:15][C:13]([NH2:14])=[N:12][C:10]2=[O:11])[CH2:2]1)([C:18]([CH3:20])([CH3:19])[CH3:17])([CH3:23])[CH3:22], predict the reactants needed to synthesize it. The reactants are: [C@@H:1]1([N:9]2[CH:16]=[CH:15][C:13]([NH2:14])=[N:12][C:10]2=[O:11])[O:8][C@H:5]([CH2:6][OH:7])[C@@H:3]([OH:4])[CH2:2]1.[CH3:17][C:18]([Si:21](Cl)([CH3:23])[CH3:22])([CH3:20])[CH3:19].CN(C=O)C.